Dataset: Forward reaction prediction with 1.9M reactions from USPTO patents (1976-2016). Task: Predict the product of the given reaction. (1) Given the reactants [CH3:1][C:2]1([CH3:22])[C:11]2[C:6](=[CH:7][CH:8]=[CH:9][CH:10]=2)[C:5]([C:12]2[CH:17]=[CH:16][C:15]([C:18]([F:21])([F:20])[F:19])=[CH:14][CH:13]=2)=[N:4][CH2:3]1.[BH4-].[Na+], predict the reaction product. The product is: [CH3:1][C:2]1([CH3:22])[C:11]2[C:6](=[CH:7][CH:8]=[CH:9][CH:10]=2)[CH:5]([C:12]2[CH:17]=[CH:16][C:15]([C:18]([F:21])([F:19])[F:20])=[CH:14][CH:13]=2)[NH:4][CH2:3]1. (2) Given the reactants C([O:3][C:4]([C:6]1[NH:7][C:8]2[C:13]([C:14]=1[CH2:15][N:16]([CH2:23][C:24]1[CH:29]=[C:28]([C:30]([F:33])([F:32])[F:31])[CH:27]=[C:26]([C:34]([F:37])([F:36])[F:35])[CH:25]=1)[C:17]1[N:18]=[N:19][N:20]([CH3:22])[N:21]=1)=[CH:12][CH:11]=[CH:10][CH:9]=2)=[O:5])C.[OH-].[Na+], predict the reaction product. The product is: [F:36][C:34]([F:35])([F:37])[C:26]1[CH:25]=[C:24]([CH:29]=[C:28]([C:30]([F:33])([F:31])[F:32])[CH:27]=1)[CH2:23][N:16]([CH2:15][C:14]1[C:13]2[C:8](=[CH:9][CH:10]=[CH:11][CH:12]=2)[NH:7][C:6]=1[C:4]([OH:5])=[O:3])[C:17]1[N:18]=[N:19][N:20]([CH3:22])[N:21]=1. (3) Given the reactants N[C:2]1[CH:3]=[C:4]([N:8]2[C:12]3=[N:13][CH:14]=[N:15][C:16]([NH2:17])=[C:11]3[CH:10]=[N:9]2)[CH:5]=[CH:6][CH:7]=1.[C:18]([OH:23])(=O)[CH2:19][CH2:20][CH3:21].Cl.C[N:26](C)CCCN=C=NCC.ON1C2C=CC=CC=2N=N1, predict the reaction product. The product is: [NH2:17][C:16]1[N:15]=[CH:14][N:13]=[C:12]2[N:8]([C:4]3[CH:3]=[C:2]([CH:19]([CH2:20][CH3:21])[C:18]([NH2:26])=[O:23])[CH:7]=[CH:6][CH:5]=3)[N:9]=[CH:10][C:11]=12. (4) Given the reactants Cl[C:2]1[C:11]2[C:6](=[CH:7][C:8]([C:12]3[CH:13]=[C:14]([CH:21]=[CH:22][C:23]=3[CH3:24])[C:15]([NH:17][CH:18]3[CH2:20][CH2:19]3)=[O:16])=[CH:9][CH:10]=2)[CH:5]=[N:4][N:3]=1.[CH3:25][CH:26]1[CH2:30][CH2:29][CH2:28][NH:27]1, predict the reaction product. The product is: [CH:18]1([NH:17][C:15](=[O:16])[C:14]2[CH:21]=[CH:22][C:23]([CH3:24])=[C:12]([C:8]3[CH:7]=[C:6]4[C:11](=[CH:10][CH:9]=3)[C:2]([N:27]3[CH2:28][CH2:29][CH2:30][CH:26]3[CH3:25])=[N:3][N:4]=[CH:5]4)[CH:13]=2)[CH2:20][CH2:19]1.